From a dataset of TCR-epitope binding with 47,182 pairs between 192 epitopes and 23,139 TCRs. Binary Classification. Given a T-cell receptor sequence (or CDR3 region) and an epitope sequence, predict whether binding occurs between them. (1) The epitope is IVDTVSALV. The TCR CDR3 sequence is CASSLGGIYEQYF. Result: 1 (the TCR binds to the epitope). (2) The epitope is AVFDRKSDAK. The TCR CDR3 sequence is CASSLGRVRSPLHF. Result: 0 (the TCR does not bind to the epitope).